The task is: Predict which catalyst facilitates the given reaction.. This data is from Catalyst prediction with 721,799 reactions and 888 catalyst types from USPTO. (1) Reactant: [C:1]([O:5][C:6]([N:8]([C:13]1[CH:14]=[C:15]([CH:21]=[CH:22][N:23]=1)[C:16]([O:18]CC)=[O:17])[S:9]([CH3:12])(=[O:11])=[O:10])=[O:7])([CH3:4])([CH3:3])[CH3:2].[Li+].[OH-].Cl. Product: [C:1]([O:5][C:6]([N:8]([C:13]1[CH:14]=[C:15]([CH:21]=[CH:22][N:23]=1)[C:16]([OH:18])=[O:17])[S:9]([CH3:12])(=[O:11])=[O:10])=[O:7])([CH3:4])([CH3:2])[CH3:3]. The catalyst class is: 56. (2) Reactant: [N:1]([CH2:4][C@@H:5]1[C@@H:9](O)[CH2:8][N:7]([CH2:11][C:12]2[CH:17]=[CH:16][CH:15]=[CH:14][CH:13]=2)[CH2:6]1)=[N+:2]=[N-:3].C(N(S(F)(F)[F:24])CC)C.C(=O)([O-])O.[Na+]. Product: [N:1]([CH2:4][C@@H:5]1[C@@H:9]([F:24])[CH2:8][N:7]([CH2:11][C:12]2[CH:17]=[CH:16][CH:15]=[CH:14][CH:13]=2)[CH2:6]1)=[N+:2]=[N-:3]. The catalyst class is: 4. (3) Reactant: [NH2:1][C:2]1[N:10]=[C:9]2[C:5]([N:6]=[CH:7][N:8]2[CH2:11][C:12]2[CH:17]=[CH:16][CH:15]=[CH:14][C:13]=2[F:18])=[C:4]([C:19](=[S:21])[NH2:20])[N:3]=1.Cl[CH2:23][C:24](=O)[CH3:25]. Product: [F:18][C:13]1[CH:14]=[CH:15][CH:16]=[CH:17][C:12]=1[CH2:11][N:8]1[CH:7]=[N:6][C:5]2[C:9]1=[N:10][C:2]([NH2:1])=[N:3][C:4]=2[C:19]1[S:21][CH:23]=[C:24]([CH3:25])[N:20]=1. The catalyst class is: 32.